Task: Regression/Classification. Given a drug SMILES string, predict its absorption, distribution, metabolism, or excretion properties. Task type varies by dataset: regression for continuous measurements (e.g., permeability, clearance, half-life) or binary classification for categorical outcomes (e.g., BBB penetration, CYP inhibition). Dataset: cyp2c9_veith.. Dataset: CYP2C9 inhibition data for predicting drug metabolism from PubChem BioAssay (1) The drug is CC1(C)CC(=O)C2=C(C1)NC(=O)C21C(C(=O)OC(C)(C)C)=C(N)Oc2ccc(Br)cc21. The result is 1 (inhibitor). (2) The compound is N#C/C(=C\c1cc(Cl)cc(Cl)c1O)C(=O)NC1CCCCC1. The result is 1 (inhibitor). (3) The drug is C=CCn1c(O)c(C=NCCN(C)C)c(=O)[nH]c1=O. The result is 0 (non-inhibitor). (4) The molecule is O=C1Nc2ccccc2C1=Nc1cccc2ncccc12. The result is 0 (non-inhibitor).